This data is from Reaction yield outcomes from USPTO patents with 853,638 reactions. The task is: Predict the reaction yield, written as a fraction of the theoretical maximum amount of product (1.0 means a 100% yield; for example, 0.34 means a 34% yield). (1) The reactants are [O:1]1[CH:5]2[O:6][CH2:7][CH2:8][CH:4]2[CH:3]([O:9][C:10](=[O:41])[NH:11][CH:12]([CH2:34][C:35]2[CH:40]=[CH:39][CH:38]=[CH:37][CH:36]=2)[CH:13]([OH:33])[CH2:14][N:15]([CH2:29][CH:30]([CH3:32])[CH3:31])[S:16]([C:19]2[CH:20]=[C:21]3[C:25](=[CH:26][CH:27]=2)[NH:24][C:23](=[O:28])[CH2:22]3)(=[O:18])=[O:17])[CH2:2]1.CO[CH:44](OC)[N:45]([CH3:47])[CH3:46]. The catalyst is C(Cl)(Cl)Cl. The product is [O:1]1[CH:5]2[O:6][CH2:7][CH2:8][CH:4]2[CH:3]([O:9][C:10](=[O:41])[NH:11][CH:12]([CH2:34][C:35]2[CH:40]=[CH:39][CH:38]=[CH:37][CH:36]=2)[CH:13]([OH:33])[CH2:14][N:15]([S:16]([C:19]2[CH:20]=[C:21]3[C:25](=[CH:26][CH:27]=2)[NH:24][C:23](=[O:28])[C:22]3=[CH:44][N:45]([CH3:47])[CH3:46])(=[O:18])=[O:17])[CH2:29][CH:30]([CH3:31])[CH3:32])[CH2:2]1. The yield is 0.750. (2) The reactants are [CH:1]1[C:13]2[CH:12]([CH2:14][O:15][C:16]([N:18]3[CH2:23][CH2:22][C:21]([C:26]4[CH:31]=[CH:30][C:29]([Br:32])=[CH:28][CH:27]=4)([CH2:24]O)[CH2:20][CH2:19]3)=[O:17])[C:11]3[C:6](=[CH:7][CH:8]=[CH:9][CH:10]=3)[C:5]=2[CH:4]=[CH:3][CH:2]=1.C1(P(C2C=CC=CC=2)C2C=CC=CC=2)C=CC=CC=1.C(Br)(Br)(Br)[Br:53]. The catalyst is N1C=CC=CC=1. The product is [CH:10]1[C:11]2[CH:12]([CH2:14][O:15][C:16]([N:18]3[CH2:23][CH2:22][C:21]([CH2:24][Br:53])([C:26]4[CH:27]=[CH:28][C:29]([Br:32])=[CH:30][CH:31]=4)[CH2:20][CH2:19]3)=[O:17])[C:13]3[C:5](=[CH:4][CH:3]=[CH:2][CH:1]=3)[C:6]=2[CH:7]=[CH:8][CH:9]=1. The yield is 0.980.